From a dataset of Peptide-MHC class I binding affinity with 185,985 pairs from IEDB/IMGT. Regression. Given a peptide amino acid sequence and an MHC pseudo amino acid sequence, predict their binding affinity value. This is MHC class I binding data. (1) The peptide sequence is YVFPVIFSK. The MHC is Mamu-A11 with pseudo-sequence Mamu-A11. The binding affinity (normalized) is 0. (2) The peptide sequence is VEIPNRIVF. The MHC is HLA-B58:01 with pseudo-sequence HLA-B58:01. The binding affinity (normalized) is 0.0847. (3) The peptide sequence is LVSAGIRKV. The MHC is HLA-B58:01 with pseudo-sequence HLA-B58:01. The binding affinity (normalized) is 0.00132. (4) The binding affinity (normalized) is 0.132. The peptide sequence is TFEFTSFFY. The MHC is HLA-A01:01 with pseudo-sequence HLA-A01:01. (5) The peptide sequence is YTKIVTNIL. The MHC is HLA-B40:01 with pseudo-sequence HLA-B40:01. The binding affinity (normalized) is 0.213. (6) The peptide sequence is REFYLRVGF. The MHC is HLA-A26:01 with pseudo-sequence HLA-A26:01. The binding affinity (normalized) is 0.0847.